From a dataset of Forward reaction prediction with 1.9M reactions from USPTO patents (1976-2016). Predict the product of the given reaction. Given the reactants [NH2:1][CH2:2][CH2:3][CH2:4][C:5]([OH:7])=O.[P:8]([OH:11])([OH:10])[OH:9].P(Cl)(Cl)Cl, predict the reaction product. The product is: [CH2:3]([CH2:2][NH2:1])[CH2:4][C:5]([P:8]([OH:11])([OH:10])=[O:9])([P:8]([OH:11])([OH:10])=[O:9])[OH:7].